This data is from Full USPTO retrosynthesis dataset with 1.9M reactions from patents (1976-2016). The task is: Predict the reactants needed to synthesize the given product. (1) Given the product [C:1]([O:4][CH2:5][C:6]1[CH2:13][S:12][C@@H:11]2[N:8]([C:9](=[O:29])[C@H:10]2[N:14]([CH2:22][C:23]2[CH:28]=[CH:27][CH:26]=[CH:25][N:24]=2)[CH2:15][C:16]2[CH:21]=[CH:20][CH:19]=[CH:18][N:17]=2)[C:7]=1[C:30]([OH:32])=[O:31])(=[O:3])[CH3:2], predict the reactants needed to synthesize it. The reactants are: [C:1]([O:4][CH2:5][C:6]1[CH2:13][S:12][C@@H:11]2[N:8]([C:9](=[O:29])[C@H:10]2[N:14]([CH2:22][C:23]2[CH:28]=[CH:27][CH:26]=[CH:25][N:24]=2)[CH2:15][C:16]2[CH:21]=[CH:20][CH:19]=[CH:18][N:17]=2)[C:7]=1[C:30]([O:32]C)=[O:31])(=[O:3])[CH3:2].O.[OH-].[Li+].Cl. (2) Given the product [C:13](=[O:14])([O:5][CH2:4][CH2:3][CH2:2][CH2:1][OH:6])[O:15][CH:11]([Cl:18])[CH3:12], predict the reactants needed to synthesize it. The reactants are: [CH2:1]([OH:6])[CH2:2][CH2:3][CH2:4][OH:5].N1[CH:12]=[CH:11]C=CC=1.[C:13](Cl)(=[O:15])[O-:14].C(Cl)[Cl:18]. (3) Given the product [CH2:1]([N:8]1[CH2:14][CH2:13][CH2:12][CH:11]([C:20]#[N:21])[CH2:10][C:9]1=[O:15])[C:2]1[CH:7]=[CH:6][CH:5]=[CH:4][CH:3]=1, predict the reactants needed to synthesize it. The reactants are: [CH2:1]([N:8]1[CH2:14][CH2:13][CH2:12][CH:11]=[CH:10][C:9]1=[O:15])[C:2]1[CH:7]=[CH:6][CH:5]=[CH:4][CH:3]=1.[Si]([C:20]#[N:21])(C)(C)C. (4) Given the product [Cl:8][C:9]1[CH:10]=[CH:11][C:12]2[S:16][C:15]([S:17]([N:20]3[CH2:25][CH2:24][N:23]([C:55](=[O:56])[CH2:54][N:51]4[CH:50]=[N:49][C:48]5[C:47](=[O:58])[NH:46][C:45]([NH:44][C:42]([O:41][CH:28]([C:35]6[CH:40]=[CH:39][CH:38]=[CH:37][CH:36]=6)[C:29]6[CH:34]=[CH:33][CH:32]=[CH:31][CH:30]=6)=[O:43])=[N:53][C:52]4=5)[CH2:22][C:21]3=[O:26])(=[O:19])=[O:18])=[N:14][C:13]=2[CH:27]=1, predict the reactants needed to synthesize it. The reactants are: FC(F)(F)C(O)=O.[Cl:8][C:9]1[CH:10]=[CH:11][C:12]2[S:16][C:15]([S:17]([N:20]3[CH2:25][CH2:24][NH:23][CH2:22][C:21]3=[O:26])(=[O:19])=[O:18])=[N:14][C:13]=2[CH:27]=1.[CH:28]([O:41][C:42]([NH:44][C:45]1[NH:46][C:47](=[O:58])[C:48]2[N:49]=[CH:50][N:51]([CH2:54][C:55](O)=[O:56])[C:52]=2[N:53]=1)=[O:43])([C:35]1[CH:40]=[CH:39][CH:38]=[CH:37][CH:36]=1)[C:29]1[CH:34]=[CH:33][CH:32]=[CH:31][CH:30]=1. (5) Given the product [CH3:8][CH:7]([CH3:9])[C@H:5]([N:6]1[CH2:18][CH:17]=[CH:16][CH2:15]1)[C:4]([O:3][CH2:1][CH3:2])=[O:10], predict the reactants needed to synthesize it. The reactants are: [CH2:1]([O:3][C:4](=[O:10])[C@H:5]([CH:7]([CH3:9])[CH3:8])[NH2:6])[CH3:2].ClCCl.Cl[CH2:15]/[CH:16]=[CH:17]\[CH2:18]Cl.CCCCCC.